From a dataset of Catalyst prediction with 721,799 reactions and 888 catalyst types from USPTO. Predict which catalyst facilitates the given reaction. (1) Reactant: [CH2:1]([N:8]([CH2:13]/[CH:14]=[CH:15]/[C:16]1[CH:21]=[C:20]([F:22])[CH:19]=[C:18]([F:23])[CH:17]=1)[CH2:9][CH2:10][C:11]#[N:12])[C:2]1[CH:7]=[CH:6][CH:5]=[CH:4][CH:3]=1.[H-].[Na+].C([O-])(O)=O.[Na+]. Product: [CH2:1]([N:8]1[CH2:13][CH:14]([CH2:15][C:16]2[CH:17]=[C:18]([F:23])[CH:19]=[C:20]([F:22])[CH:21]=2)[CH:10]([C:11]#[N:12])[CH2:9]1)[C:2]1[CH:3]=[CH:4][CH:5]=[CH:6][CH:7]=1. The catalyst class is: 3. (2) Product: [C:2]([O:6][C:7](=[O:14])[C@H:8]([NH:13][S:26]([CH2:25][C:16]1[CH:17]=[CH:18][C:19]2[C:24](=[CH:23][CH:22]=[CH:21][CH:20]=2)[CH:15]=1)(=[O:28])=[O:27])[CH2:9][CH:10]([CH3:11])[CH3:12])([CH3:3])([CH3:5])[CH3:4]. Reactant: Cl.[C:2]([O:6][C:7](=[O:14])[C@H:8]([NH2:13])[CH2:9][CH:10]([CH3:12])[CH3:11])([CH3:5])([CH3:4])[CH3:3].[CH:15]1[C:24]2[C:19](=[CH:20][CH:21]=[CH:22][CH:23]=2)[CH:18]=[CH:17][C:16]=1[CH2:25][S:26](Cl)(=[O:28])=[O:27].C(OCC)(=O)C. The catalyst class is: 377.